This data is from Full USPTO retrosynthesis dataset with 1.9M reactions from patents (1976-2016). The task is: Predict the reactants needed to synthesize the given product. (1) Given the product [CH3:10][C:7]1([CH3:9])[O:6][C@H:5]([CH2:11][C:12]([O:14][CH2:15][CH3:16])=[O:13])[CH2:4][C@H:3]([CH:1]=[CH2:2])[O:8]1, predict the reactants needed to synthesize it. The reactants are: [C:1]([C@H:3]1[O:8][C:7]([CH3:10])([CH3:9])[O:6][C@@H:5]([CH2:11][C:12]([O:14][CH2:15][CH3:16])=[O:13])[CH2:4]1)#[CH:2].C([O-])=O.[NH4+].N1C2C(=CC=CC=2)C=CC=1. (2) The reactants are: [C:1]([O:5][C:6]([N:8]1[CH2:13][CH2:12][CH2:11][C@@H:10]([N:14]2[C:18]3=[N:19][CH:20]=[N:21][C:22]([NH2:23])=[C:17]3[C:16](I)=[N:15]2)[CH2:9]1)=[O:7])([CH3:4])([CH3:3])[CH3:2].[Cl-].B([C:29]1[CH:34]=[CH:33][C:32]([NH3+:35])=[CH:31][CH:30]=1)(O)O.COCCOC.C(=O)([O-])[O-].[Na+].[Na+]. Given the product [NH2:23][C:22]1[N:21]=[CH:20][N:19]=[C:18]2[N:14]([C@@H:10]3[CH2:11][CH2:12][CH2:13][N:8]([C:6]([O:5][C:1]([CH3:4])([CH3:3])[CH3:2])=[O:7])[CH2:9]3)[N:15]=[C:16]([C:29]3[CH:34]=[CH:33][C:32]([NH2:35])=[CH:31][CH:30]=3)[C:17]=12, predict the reactants needed to synthesize it. (3) Given the product [CH3:11][C:7]1[C:6]([CH:12]=[C:13]([CH3:15])[CH3:14])=[C:5]([CH:10]=[CH:9][CH:8]=1)[C:4]([OH:16])=[O:3], predict the reactants needed to synthesize it. The reactants are: C([O:3][C:4](=[O:16])[C:5]1[CH:10]=[CH:9][CH:8]=[C:7]([CH3:11])[C:6]=1[CH:12]=[C:13]([CH3:15])[CH3:14])C.[OH-].[Na+]. (4) Given the product [C:4]([O:3][C:1]([N:8]1[CH2:9][CH2:10][N:11]([C:14](=[O:18])[CH2:15][CH2:16][CH3:17])[CH2:12][CH2:13]1)=[O:2])([CH3:7])([CH3:6])[CH3:5], predict the reactants needed to synthesize it. The reactants are: [C:1]([N:8]1[CH2:13][CH2:12][NH:11][CH2:10][CH2:9]1)([O:3][C:4]([CH3:7])([CH3:6])[CH3:5])=[O:2].[C:14](Cl)(=[O:18])[CH2:15][CH2:16][CH3:17]. (5) Given the product [S:24]1[C:20]([CH2:19][N:16]2[CH:11]([C:4]3[C:5]([O:9][CH3:10])=[CH:6][CH:7]=[CH:8][C:3]=3[O:2][CH3:1])[CH2:12][CH2:13][CH2:14][C:15]2=[O:17])=[CH:21][C:22]2[CH:28]=[CH:27][CH:26]=[CH:25][C:23]1=2, predict the reactants needed to synthesize it. The reactants are: [CH3:1][O:2][C:3]1[CH:8]=[CH:7][CH:6]=[C:5]([O:9][CH3:10])[C:4]=1[CH:11]1[NH:16][C:15](=[O:17])[CH2:14][CH2:13][CH2:12]1.Br[CH2:19][C:20]1[S:24][C:23]2[CH:25]=[CH:26][CH:27]=[CH:28][C:22]=2[CH:21]=1. (6) Given the product [NH2:9][C:10]([NH2:12])=[O:11].[OH:2][CH2:3][CH2:4][N+:5]([CH3:8])([CH3:7])[CH3:6], predict the reactants needed to synthesize it. The reactants are: [Cl-].[OH:2][CH2:3][CH2:4][N+:5]([CH3:8])([CH3:7])[CH3:6].[NH2:9][C:10]([NH2:12])=[O:11].NC(N)=O. (7) The reactants are: [C:1]12([CH2:11][O:12][C:13]3[CH:20]=[CH:19][C:16]([C:17]#[N:18])=[CH:15][C:14]=3[C:21]3C(OC)=NC=[CH:25][CH:26]=3)[CH2:10][CH:5]3[CH2:6][CH:7]([CH2:9][CH:3]([CH2:4]3)[CH2:2]1)[CH2:8]2.C12(C[O:40]C3C=CC(C#N)=CC=3C3CC3)CC3CC(CC(C3)C1)C2. Given the product [C:1]12([CH2:11][O:12][C:13]3[CH:20]=[CH:19][C:16]([C:17]([NH2:18])=[O:40])=[CH:15][C:14]=3[CH:21]3[CH2:26][CH2:25]3)[CH2:2][CH:3]3[CH2:9][CH:7]([CH2:6][CH:5]([CH2:4]3)[CH2:10]1)[CH2:8]2, predict the reactants needed to synthesize it. (8) Given the product [CH3:22][C:23]1[C:31]([CH3:32])=[CH:30][CH:29]=[CH:28][C:24]=1[C:25]([NH:1][C:2]1[CH:3]=[C:4]2[C:20](=[O:21])[NH:19][N:18]=[CH:17][C:6]3=[C:7]([C:11]4[CH:12]=[CH:13][CH:14]=[CH:15][CH:16]=4)[NH:8][C:9]([CH:10]=1)=[C:5]23)=[O:26], predict the reactants needed to synthesize it. The reactants are: [NH2:1][C:2]1[CH:3]=[C:4]2[C:20](=[O:21])[NH:19][N:18]=[CH:17][C:6]3=[C:7]([C:11]4[CH:16]=[CH:15][CH:14]=[CH:13][CH:12]=4)[NH:8][C:9]([CH:10]=1)=[C:5]23.[CH3:22][C:23]1[C:31]([CH3:32])=[CH:30][CH:29]=[CH:28][C:24]=1[C:25](O)=[O:26].C(N(CC)CC)C.F[P-](F)(F)(F)(F)F.N1(OC(N(C)C)=[N+](C)C)C2N=CC=CC=2N=N1.